From a dataset of Peptide-MHC class I binding affinity with 185,985 pairs from IEDB/IMGT. Regression. Given a peptide amino acid sequence and an MHC pseudo amino acid sequence, predict their binding affinity value. This is MHC class I binding data. (1) The peptide sequence is SMPPPGTRV. The MHC is HLA-A02:06 with pseudo-sequence HLA-A02:06. The binding affinity (normalized) is 0.441. (2) The peptide sequence is KGSGKMKTE. The MHC is HLA-A03:01 with pseudo-sequence HLA-A03:01. The binding affinity (normalized) is 0.0847. (3) The peptide sequence is TPNYMKLLV. The MHC is HLA-B54:01 with pseudo-sequence HLA-B54:01. The binding affinity (normalized) is 0.684. (4) The peptide sequence is LTILTIIGLI. The MHC is HLA-A68:02 with pseudo-sequence HLA-A68:02. The binding affinity (normalized) is 0.539.